Predict the reactants needed to synthesize the given product. From a dataset of Full USPTO retrosynthesis dataset with 1.9M reactions from patents (1976-2016). Given the product [N+:10]([C:6]1[C:5]2[O:13][CH:2]([CH2:3][OH:19])[CH2:1][C:4]=2[CH:9]=[CH:8][CH:7]=1)([O-:12])=[O:11], predict the reactants needed to synthesize it. The reactants are: [CH2:1]([C:4]1[CH:9]=[CH:8][CH:7]=[C:6]([N+:10]([O-:12])=[O:11])[C:5]=1[OH:13])[CH:2]=[CH2:3].ClC1C=C(C=CC=1)C(OO)=[O:19].C(=O)([O-])[O-].[K+].[K+].